From a dataset of Forward reaction prediction with 1.9M reactions from USPTO patents (1976-2016). Predict the product of the given reaction. Given the reactants N([O-])=O.[Na+].N[C:6]1[CH:14]=[CH:13][C:9]2[N:10]=[CH:11][S:12][C:8]=2[CH:7]=1.N.[BrH:16], predict the reaction product. The product is: [Br:16][C:6]1[CH:14]=[CH:13][C:9]2[N:10]=[CH:11][S:12][C:8]=2[CH:7]=1.